Dataset: Peptide-MHC class I binding affinity with 185,985 pairs from IEDB/IMGT. Task: Regression. Given a peptide amino acid sequence and an MHC pseudo amino acid sequence, predict their binding affinity value. This is MHC class I binding data. (1) The peptide sequence is AEQASQDVKNW. The MHC is Mamu-A11 with pseudo-sequence Mamu-A11. The binding affinity (normalized) is 0.131. (2) The peptide sequence is ETGTTETM. The MHC is Mamu-A02 with pseudo-sequence Mamu-A02. The binding affinity (normalized) is 0.271. (3) The peptide sequence is LYNTVAVLY. The MHC is HLA-A26:03 with pseudo-sequence HLA-A26:03. The binding affinity (normalized) is 0.0847. (4) The peptide sequence is GTEKLTITY. The MHC is HLA-A31:01 with pseudo-sequence HLA-A31:01. The binding affinity (normalized) is 0.0847.